Predict the reaction yield, written as a fraction of the theoretical maximum amount of product (1.0 means a 100% yield; for example, 0.34 means a 34% yield). From a dataset of Reaction yield outcomes from USPTO patents with 853,638 reactions. (1) The reactants are [NH2:1][C:2]1[N:7]=[CH:6][N:5]=[C:4]2[N:8]([CH2:26][C@H:27]3[CH2:31][CH2:30][CH2:29][N:28]3[C:32](=[O:36])[CH2:33][C:34]#[N:35])[N:9]=[C:10]([C:11]3[CH:16]=[CH:15][C:14]([O:17][C:18]4[CH:23]=[CH:22][CH:21]=[C:20]([F:24])[C:19]=4[F:25])=[CH:13][CH:12]=3)[C:3]=12.N1[CH2:42][CH2:41][CH2:40][CH2:39]C1. The catalyst is CO.C1(C=O)CC1. The product is [NH2:1][C:2]1[N:7]=[CH:6][N:5]=[C:4]2[N:8]([CH2:26][C@H:27]3[CH2:31][CH2:30][CH2:29][N:28]3[C:32]([C:33](=[CH:39][CH:40]3[CH2:42][CH2:41]3)[C:34]#[N:35])=[O:36])[N:9]=[C:10]([C:11]3[CH:16]=[CH:15][C:14]([O:17][C:18]4[CH:23]=[CH:22][CH:21]=[C:20]([F:24])[C:19]=4[F:25])=[CH:13][CH:12]=3)[C:3]=12. The yield is 0.250. (2) The reactants are [N+:1]([O-:4])(O)=[O:2].[Br:5][C:6]1[N:11]2[N:12]=[C:13]([CH2:15][CH3:16])[CH:14]=[C:10]2[CH:9]=[CH:8][CH:7]=1. The yield is 0.310. The catalyst is S(=O)(=O)(O)O. The product is [Br:5][C:6]1[N:11]2[N:12]=[C:13]([CH2:15][CH3:16])[C:14]([N+:1]([O-:4])=[O:2])=[C:10]2[CH:9]=[CH:8][CH:7]=1. (3) The reactants are [CH3:1][O:2][C:3](=[O:20])[CH:4]([N:11]1[C:16](=[O:17])[C:15]([Cl:18])=[C:14](Cl)[CH:13]=[N:12]1)[CH2:5][CH:6]1[CH2:10][CH2:9][CH2:8][CH2:7]1.[OH:21][CH2:22][CH2:23][C:24]1[CH:29]=[CH:28][CH:27]=[CH:26][C:25]=1[OH:30]. No catalyst specified. The product is [CH3:1][O:2][C:3](=[O:20])[CH:4]([N:11]1[C:16](=[O:17])[C:15]([Cl:18])=[C:14]([O:30][C:25]2[CH:26]=[CH:27][CH:28]=[CH:29][C:24]=2[CH2:23][CH2:22][OH:21])[CH:13]=[N:12]1)[CH2:5][CH:6]1[CH2:10][CH2:9][CH2:8][CH2:7]1. The yield is 0.480. (4) The reactants are [CH2:1]([C:6]1[CH:11]=[CH:10][C:9]([NH:12][C:13]([C@@H:15]2[CH2:24][C:23]3[C:18](=[CH:19][CH:20]=[CH:21][CH:22]=3)[CH2:17][N:16]2C(OC(C)(C)C)=O)=[O:14])=[CH:8][CH:7]=1)[CH2:2][CH2:3][CH2:4][CH3:5].FC(F)(F)C(O)=O. The catalyst is C(Cl)Cl. The product is [CH2:1]([C:6]1[CH:7]=[CH:8][C:9]([NH:12][C:13]([C@@H:15]2[CH2:24][C:23]3[C:18](=[CH:19][CH:20]=[CH:21][CH:22]=3)[CH2:17][NH:16]2)=[O:14])=[CH:10][CH:11]=1)[CH2:2][CH2:3][CH2:4][CH3:5]. The yield is 0.860. (5) The reactants are [CH:1]([N:4]1[C:8]2[CH:9]=[CH:10][C:11]([NH2:13])=[CH:12][C:7]=2[N:6]=[CH:5]1)([CH3:3])[CH3:2].[Br:14]Br.N.CO.C(Cl)Cl. The catalyst is CC(O)=O. The product is [CH:1]([N:4]1[C:8]2[CH:9]=[CH:10][C:11]([NH2:13])=[C:12]([Br:14])[C:7]=2[N:6]=[CH:5]1)([CH3:3])[CH3:2]. The yield is 0.350. (6) The reactants are Br[C:2]1[CH:3]=[N:4][C:5]2[C:10]([CH:11]=1)=[CH:9][C:8]([CH2:12][C:13]([O:15][CH3:16])=[O:14])=[CH:7][CH:6]=2.[C@H:17]12[CH2:23][C@H:20]([NH:21][CH2:22]1)[CH2:19][N:18]2[C:24](OC(C)(C)C)=O.CC1(C)C2C(=C(P(C3C=CC=CC=3)C3C=CC=CC=3)C=CC=2)OC2C(P(C3C=CC=CC=3)C3C=CC=CC=3)=CC=CC1=2.C(O[Na])(C)(C)C. The catalyst is C1(C)C=CC=CC=1.C1C=CC(/C=C/C(/C=C/C2C=CC=CC=2)=O)=CC=1.C1C=CC(/C=C/C(/C=C/C2C=CC=CC=2)=O)=CC=1.C1C=CC(/C=C/C(/C=C/C2C=CC=CC=2)=O)=CC=1.[Pd].[Pd]. The product is [CH3:16][O:15][C:13](=[O:14])[CH2:12][C:8]1[CH:9]=[C:10]2[C:5](=[CH:6][CH:7]=1)[N:4]=[CH:3][C:2]([N:21]1[CH2:22][C@@H:17]3[CH2:23][C@H:20]1[CH2:19][N:18]3[CH3:24])=[CH:11]2. The yield is 0.300.